This data is from Catalyst prediction with 721,799 reactions and 888 catalyst types from USPTO. The task is: Predict which catalyst facilitates the given reaction. Reactant: Cl[C:2](OC1C=CC([N+]([O-])=O)=CC=1)=[O:3].[Cl:14][C:15]1[C:16]([C:36]2[N:40]3[CH:41]=[CH:42][CH:43]=[CH:44][C:39]3=[N:38][CH:37]=2)=[N:17][C:18]([NH:21][C:22]2[CH:27]=[CH:26][C:25]([N:28]3[CH2:33][CH2:32][NH:31][CH2:30][CH2:29]3)=[CH:24][C:23]=2[O:34][CH3:35])=[N:19][CH:20]=1.C(N(CC)C(C)C)(C)C.[NH:54]1[CH2:59][CH2:58][O:57][CH2:56][CH2:55]1. Product: [Cl:14][C:15]1[C:16]([C:36]2[N:40]3[CH:41]=[CH:42][CH:43]=[CH:44][C:39]3=[N:38][CH:37]=2)=[N:17][C:18]([NH:21][C:22]2[CH:27]=[CH:26][C:25]([N:28]3[CH2:29][CH2:30][N:31]([C:2]([N:54]4[CH2:59][CH2:58][O:57][CH2:56][CH2:55]4)=[O:3])[CH2:32][CH2:33]3)=[CH:24][C:23]=2[O:34][CH3:35])=[N:19][CH:20]=1. The catalyst class is: 139.